From a dataset of Full USPTO retrosynthesis dataset with 1.9M reactions from patents (1976-2016). Predict the reactants needed to synthesize the given product. (1) Given the product [CH3:32][N:33]([CH3:38])[S:34]([NH:37][C:4](=[O:5])[C:3]1[CH:7]=[C:8]([F:12])[C:9]([F:11])=[CH:10][C:2]=1[F:1])(=[O:36])=[O:35], predict the reactants needed to synthesize it. The reactants are: [F:1][C:2]1[CH:10]=[C:9]([F:11])[C:8]([F:12])=[CH:7][C:3]=1[C:4](O)=[O:5].Cl.CN(C)CCCN=C=NCC.C(N(CC)CC)C.[CH3:32][N:33]([CH3:38])[S:34]([NH2:37])(=[O:36])=[O:35]. (2) The reactants are: C([O:4][C:5]1[CH:10]=[C:9]([C:11]#[N:12])[C:8](Br)=[C:7]([C:14]#[N:15])[C:6]=1[O:16]C(=O)C)(=O)C.C([Sn](CCCC)(CCCC)[C:25]1[O:26][CH:27]=[CH:28][CH:29]=1)CCC. Given the product [O:26]1[CH:27]=[CH:28][CH:29]=[C:25]1[C:8]1[C:7]([C:14]#[N:15])=[C:6]([OH:16])[C:5]([OH:4])=[CH:10][C:9]=1[C:11]#[N:12], predict the reactants needed to synthesize it. (3) Given the product [C:16]([O:1][CH2:2][CH:3]1[CH2:8][CH:7]2[O:9][CH:4]1[CH:5]=[CH:6]2)(=[O:18])[CH3:17], predict the reactants needed to synthesize it. The reactants are: [OH:1][CH2:2][CH:3]1[CH2:8][CH:7]2[O:9][CH:4]1[CH:5]=[CH:6]2.N1C=CC=CC=1.[C:16](OC(=O)C)(=[O:18])[CH3:17]. (4) Given the product [N:23]1([CH:26]2[CH2:31][CH2:30][NH:29][CH2:28][CH2:27]2)[CH2:24][CH2:25][CH:20]([C:18]2[CH:19]=[C:14]([C:12]([NH:11][CH2:10][C:3]3[C:4](=[O:9])[NH:5][C:6]([CH3:8])=[CH:7][C:2]=3[CH3:1])=[O:13])[C:15]3[CH:34]=[N:33][N:32]([CH:35]([CH3:36])[CH3:37])[C:16]=3[N:17]=2)[CH2:21][CH2:22]1, predict the reactants needed to synthesize it. The reactants are: [CH3:1][C:2]1[CH:7]=[C:6]([CH3:8])[NH:5][C:4](=[O:9])[C:3]=1[CH2:10][NH:11][C:12]([C:14]1[C:15]2[CH:34]=[N:33][N:32]([CH:35]([CH3:37])[CH3:36])[C:16]=2[N:17]=[C:18]([C:20]2[CH2:21][CH2:22][N:23]([CH:26]3[CH2:31][CH2:30][NH:29][CH2:28][CH2:27]3)[CH2:24][CH:25]=2)[CH:19]=1)=[O:13]. (5) The reactants are: [N+:1]([C:4]1[CH:9]=[CH:8][C:7]([N:10]2[C:14](=O)[CH2:13][CH2:12][C:11]2=O)=[CH:6][C:5]=1[C:17]([F:20])([F:19])[F:18])([O-:3])=[O:2]. Given the product [N+:1]([C:4]1[CH:9]=[CH:8][C:7]([N:10]2[CH2:11][CH2:12][CH2:13][CH2:14]2)=[CH:6][C:5]=1[C:17]([F:20])([F:18])[F:19])([O-:3])=[O:2], predict the reactants needed to synthesize it. (6) Given the product [CH:4]1([OH:13])[C:12]2[C:7](=[CH:8][CH:9]=[CH:10][CH:11]=2)[CH2:6][CH2:5]1, predict the reactants needed to synthesize it. The reactants are: C(O)=O.[C:4]1(=[O:13])[C:12]2[C:7](=[CH:8][CH:9]=[CH:10][CH:11]=2)[CH2:6][CH2:5]1.C(N(CC)CC)C.C(=O)([O-])O.[Na+]. (7) Given the product [C:6]([C:5]1[CH:8]=[CH:9][C:2]([N:20]2[CH2:19][CH2:18][N:17]([C:15]([O:14][C:10]([CH3:13])([CH3:12])[CH3:11])=[O:16])[CH2:22][CH2:21]2)=[CH:3][CH:4]=1)#[N:7], predict the reactants needed to synthesize it. The reactants are: F[C:2]1[CH:9]=[CH:8][C:5]([C:6]#[N:7])=[CH:4][CH:3]=1.[C:10]([O:14][C:15]([N:17]1[CH2:22][CH2:21][NH:20][CH2:19][CH2:18]1)=[O:16])([CH3:13])([CH3:12])[CH3:11].C(=O)(O)[O-].[Na+].C(OCC)(=O)C.